Task: Predict the reactants needed to synthesize the given product.. Dataset: Full USPTO retrosynthesis dataset with 1.9M reactions from patents (1976-2016) (1) Given the product [F:1][C:2]1[C:7]([O:8][CH3:9])=[C:6]([O:10][CH3:11])[CH:5]=[CH:4][C:3]=1[NH2:12], predict the reactants needed to synthesize it. The reactants are: [F:1][C:2]1[C:7]([O:8][CH3:9])=[C:6]([O:10][CH3:11])[CH:5]=[CH:4][C:3]=1[N+:12]([O-])=O. (2) Given the product [Cl:1][C:2]1[N:7]=[C:6]2[C:5]([NH:9][C:20](=[O:19])[C:21]([CH2:22][CH3:23])([CH2:29][CH3:30])[CH2:24][N:25]2[CH:26]([CH3:28])[CH3:27])=[CH:4][N:3]=1, predict the reactants needed to synthesize it. The reactants are: [Cl:1][C:2]1[N:7]=[C:6](Cl)[C:5]([N+:9]([O-])=O)=[CH:4][N:3]=1.C([O-])([O-])=O.[K+].[K+].C[O:19][C:20](=O)[C:21]([CH2:29][CH3:30])([CH2:24][NH:25][CH:26]([CH3:28])[CH3:27])[CH2:22][CH3:23].C(O)(=O)C. (3) Given the product [Cl:1][C:2]1[CH:7]=[CH:6][C:5]([C:8]2[N:19]=[C:20]([C:25]#[N:26])[C:21]([C:22]#[N:23])=[N:24][C:9]=2[C:11]2[CH:16]=[CH:15][C:14]([Cl:17])=[CH:13][CH:12]=2)=[CH:4][CH:3]=1, predict the reactants needed to synthesize it. The reactants are: [Cl:1][C:2]1[CH:7]=[CH:6][C:5]([C:8](=O)[C:9]([C:11]2[CH:16]=[CH:15][C:14]([Cl:17])=[CH:13][CH:12]=2)=O)=[CH:4][CH:3]=1.[NH2:19]/[C:20](/[C:25]#[N:26])=[C:21](\[NH2:24])/[C:22]#[N:23].CC(O)=O. (4) Given the product [CH3:7][C:8]1[N:12]2[C:13]3[CH:19]=[C:18]([CH3:20])[N:17]([CH2:21][C:22]4[CH:31]=[CH:30][C:25]([CH2:26][OH:27])=[CH:24][CH:23]=4)[C:14]=3[CH:15]=[CH:16][C:11]2=[N:10][N:9]=1, predict the reactants needed to synthesize it. The reactants are: [H-].[H-].[H-].[H-].[Li+].[Al+3].[CH3:7][C:8]1[N:12]2[C:13]3[CH:19]=[C:18]([CH3:20])[N:17]([CH2:21][C:22]4[CH:31]=[CH:30][C:25]([C:26](OC)=[O:27])=[CH:24][CH:23]=4)[C:14]=3[CH:15]=[CH:16][C:11]2=[N:10][N:9]=1. (5) Given the product [F:27][C:25]([F:26])([F:28])[C:21]1[CH:20]=[C:19]([C:17]2[O:16][N:15]=[C:14]([CH2:13][NH:11][C:8]34[CH2:10][CH:4]5[CH2:5][CH:6]([CH2:1][CH:2]([CH2:3]5)[CH2:9]3)[CH2:7]4)[N:18]=2)[CH:24]=[CH:23][CH:22]=1, predict the reactants needed to synthesize it. The reactants are: [CH2:1]1[CH:6]2[CH2:7][C:8]3([NH2:11])[CH2:10][CH:4]([CH2:5]2)[CH2:3][CH:2]1[CH2:9]3.Cl[CH2:13][C:14]1[N:18]=[C:17]([C:19]2[CH:24]=[CH:23][CH:22]=[C:21]([C:25]([F:28])([F:27])[F:26])[CH:20]=2)[O:16][N:15]=1. (6) The reactants are: CCN([CH2:6][CH3:7])CC.FC(F)(F)S(OC1[CH:23]=[CH:22][C:21]2[C:16](=[CH:17][C:18]([O:24][Si:25]([C:28]([CH3:31])([CH3:30])[CH3:29])([CH3:27])[CH3:26])=[CH:19][CH:20]=2)[CH:15]=1)(=O)=O.[C]=O.[OH2:36].[CH3:37][OH:38]. Given the product [Si:25]([O:24][C:18]1[CH:17]=[C:16]2[C:21]([CH:22]=[CH:23][C:6]([C:7]([O:38][CH3:37])=[O:36])=[CH:15]2)=[CH:20][CH:19]=1)([C:28]([CH3:31])([CH3:30])[CH3:29])([CH3:26])[CH3:27], predict the reactants needed to synthesize it. (7) Given the product [Br:1][C:2]1[CH:3]=[C:4]([CH2:5][OH:6])[CH:8]=[CH:9][N:10]=1, predict the reactants needed to synthesize it. The reactants are: [Br:1][C:2]1[CH:3]=[C:4]([CH:8]=[CH:9][N:10]=1)[C:5](O)=[O:6].[OH-].[Na+]. (8) Given the product [CH2:32]([O:31][C:13]1[CH:12]=[C:11]([CH2:10][CH2:9][NH:8][C:53]([NH:52][CH:46]2[CH2:51][CH2:50][CH2:49][CH2:48][CH2:47]2)=[O:54])[CH:16]=[CH:15][C:14]=1[N:17]1[CH2:18][C:19](=[O:30])[N:20]([CH2:24][CH2:25][Si:26]([CH3:27])([CH3:28])[CH3:29])[S:21]1(=[O:23])=[O:22])[C:33]1[CH:34]=[CH:35][CH:36]=[CH:37][CH:38]=1, predict the reactants needed to synthesize it. The reactants are: OC(C(F)(F)F)=O.[NH2:8][CH2:9][CH2:10][C:11]1[CH:16]=[CH:15][C:14]([N:17]2[S:21](=[O:23])(=[O:22])[N:20]([CH2:24][CH2:25][Si:26]([CH3:29])([CH3:28])[CH3:27])[C:19](=[O:30])[CH2:18]2)=[C:13]([O:31][CH2:32][C:33]2[CH:38]=[CH:37][CH:36]=[CH:35][CH:34]=2)[CH:12]=1.C(N(CC)CC)C.[CH:46]1([N:52]=[C:53]=[O:54])[CH2:51][CH2:50][CH2:49][CH2:48][CH2:47]1.